This data is from Peptide-MHC class I binding affinity with 185,985 pairs from IEDB/IMGT. The task is: Regression. Given a peptide amino acid sequence and an MHC pseudo amino acid sequence, predict their binding affinity value. This is MHC class I binding data. (1) The peptide sequence is CFPSTQRDY. The MHC is HLA-A33:01 with pseudo-sequence HLA-A33:01. The binding affinity (normalized) is 0. (2) The peptide sequence is SYRNFSFSL. The MHC is HLA-A02:06 with pseudo-sequence HLA-A02:06. The binding affinity (normalized) is 0.655.